This data is from Reaction yield outcomes from USPTO patents with 853,638 reactions. The task is: Predict the reaction yield, written as a fraction of the theoretical maximum amount of product (1.0 means a 100% yield; for example, 0.34 means a 34% yield). (1) The reactants are [C:1]([O:5][C:6]([N:8]1[CH2:13][CH2:12][CH:11]([O:14][C:15]2[C:20]([F:21])=[CH:19][C:18]([C:22](=O)[CH2:23][CH2:24][C:25](OCC)=[O:26])=[CH:17][C:16]=2[F:31])[CH2:10][CH2:9]1)=[O:7])([CH3:4])([CH3:3])[CH3:2].O.[NH2:33][NH2:34]. The catalyst is C(O)(C)C. The product is [C:1]([O:5][C:6]([N:8]1[CH2:13][CH2:12][CH:11]([O:14][C:15]2[C:20]([F:21])=[CH:19][C:18]([C:22]3[CH2:23][CH2:24][C:25](=[O:26])[NH:34][N:33]=3)=[CH:17][C:16]=2[F:31])[CH2:10][CH2:9]1)=[O:7])([CH3:4])([CH3:3])[CH3:2]. The yield is 0.140. (2) The reactants are [CH3:1][C:2]1[CH:11]=[C:10]([CH2:12][O:13][C:14]2[CH:19]=[CH:18][C:17]([S:20]([NH:23][C@H:24]3[CH2:28][NH:27][CH2:26][C@H:25]3[C:29]([OH:31])=[O:30])(=[O:22])=[O:21])=[CH:16][CH:15]=2)[C:9]2[C:4](=[CH:5][CH:6]=[CH:7][CH:8]=2)[N:3]=1.[CH2:32]([N:34]=[C:35]=[O:36])[CH3:33]. The yield is 1.00. The product is [CH2:32]([NH:34][C:35]([N:27]1[CH2:28][C@H:24]([NH:23][S:20]([C:17]2[CH:18]=[CH:19][C:14]([O:13][CH2:12][C:10]3[C:9]4[C:4](=[CH:5][CH:6]=[CH:7][CH:8]=4)[N:3]=[C:2]([CH3:1])[CH:11]=3)=[CH:15][CH:16]=2)(=[O:21])=[O:22])[C@H:25]([C:29]([OH:31])=[O:30])[CH2:26]1)=[O:36])[CH3:33]. No catalyst specified. (3) The reactants are [H-].[Na+].[CH3:3][O:4][C:5]1[CH:6]=[C:7]2[C:11](=[CH:12][CH:13]=1)[NH:10][C:9](=[O:14])[CH2:8]2.[CH3:15]OS(OC)(=O)=O. The catalyst is C1(C)C=CC=CC=1. The product is [CH3:3][O:4][C:5]1[CH:6]=[C:7]2[C:11](=[CH:12][CH:13]=1)[N:10]([CH3:15])[C:9](=[O:14])[CH2:8]2. The yield is 0.530. (4) The reactants are F[C:2]1[CH:7]=[CH:6][CH:5]=[CH:4][C:3]=1[N+:8]([O-:10])=[O:9].C(=O)([O-])[O-].[K+].[K+].[NH2:17][CH2:18][CH2:19][N:20]1[CH2:25][CH2:24][O:23][CH2:22][CH2:21]1. The catalyst is C1COCC1. The product is [N:20]1([CH2:19][CH2:18][NH:17][C:2]2[CH:7]=[CH:6][CH:5]=[CH:4][C:3]=2[N+:8]([O-:10])=[O:9])[CH2:25][CH2:24][O:23][CH2:22][CH2:21]1. The yield is 0.970. (5) The reactants are Cl[C:2]([C:5]([O:7][CH2:8][CH3:9])=[O:6])=[CH:3][O-].[K+].Cl.[Cl:12][C:13]1[CH:18]=[CH:17][N:16]=[C:15]([NH2:19])[CH:14]=1.C(=O)([O-])[O-].[Na+].[Na+]. The catalyst is CCO.O. The product is [Cl:12][C:13]1[CH:18]=[CH:17][N:16]2[C:2]([C:5]([O:7][CH2:8][CH3:9])=[O:6])=[CH:3][N:19]=[C:15]2[CH:14]=1. The yield is 0.880. (6) The reactants are Cl.[NH2:2][CH2:3][C:4]1[CH:9]=[CH:8][C:7]([C:10]2[O:14][C:13]([C:15]3[C:20]([F:21])=[CH:19][CH:18]=[CH:17][C:16]=3[F:22])=[N:12][C:11]=2[C:23]([NH2:25])=[O:24])=[CH:6][CH:5]=1.C(N(CC)CC)C.[F:33][C:34]1[CH:39]=[CH:38][C:37]([S:40](Cl)(=[O:42])=[O:41])=[CH:36][CH:35]=1. The catalyst is C(Cl)Cl. The product is [F:21][C:20]1[CH:19]=[CH:18][CH:17]=[C:16]([F:22])[C:15]=1[C:13]1[O:14][C:10]([C:7]2[CH:6]=[CH:5][C:4]([CH2:3][NH:2][S:40]([C:37]3[CH:38]=[CH:39][C:34]([F:33])=[CH:35][CH:36]=3)(=[O:42])=[O:41])=[CH:9][CH:8]=2)=[C:11]([C:23]([NH2:25])=[O:24])[N:12]=1. The yield is 0.570.